Dataset: Catalyst prediction with 721,799 reactions and 888 catalyst types from USPTO. Task: Predict which catalyst facilitates the given reaction. (1) Reactant: S(OC)(O[CH3:5])(=O)=O.[OH:8][C:9]1[C:14]([C:15]([O:17][CH2:18][CH3:19])=[O:16])=[CH:13][N:12]=[C:11]2[CH:20]=[CH:21][S:22][C:10]=12.[OH-].[K+]. Product: [CH3:5][N:12]1[CH:13]=[C:14]([C:15]([O:17][CH2:18][CH3:19])=[O:16])[C:9](=[O:8])[C:10]2[S:22][CH:21]=[CH:20][C:11]1=2. The catalyst class is: 6. (2) Reactant: [NH:1](C(OCC1C2C(=CC=CC=2)C2C1=CC=CC=2)=O)[C@H:2]([C:7]([OH:9])=[O:8])[CH2:3][CH:4]([CH3:6])[CH3:5].CCN(C(C)C)C(C)C.CO. Product: [NH2:1][C@H:2]([C:7]([OH:9])=[O:8])[CH2:3][CH:4]([CH3:6])[CH3:5]. The catalyst class is: 2. (3) Reactant: [CH3:1][O:2][CH2:3][CH2:4][C:5]1[CH:10]=[CH:9][C:8]([OH:11])=[CH:7][CH:6]=1.[C:12]([O:16][C:17](=[O:20])[C:18]#[CH:19])([CH3:15])([CH3:14])[CH3:13].CN1CCOCC1. Product: [CH3:1][O:2][CH2:3][CH2:4][C:5]1[CH:10]=[CH:9][C:8]([O:11]/[CH:19]=[CH:18]\[C:17]([O:16][C:12]([CH3:15])([CH3:14])[CH3:13])=[O:20])=[CH:7][CH:6]=1. The catalyst class is: 2. (4) Reactant: [CH3:1][C:2]1[CH:11]=[CH:10][C:9]2[C:4](=[CH:5][CH:6]=[CH:7][N:8]=2)[N:3]=1.[N:12]1[CH:17]=[CH:16][CH:15]=[CH:14][C:13]=1[C:18](OCC)=[O:19].[K].[Cl-].[NH4+]. Product: [N:3]1[C:4]2[C:9](=[N:8][CH:7]=[CH:6][CH:5]=2)[CH:10]=[CH:11][C:2]=1[CH2:1][C:18]([C:13]1[CH:14]=[CH:15][CH:16]=[CH:17][N:12]=1)=[O:19]. The catalyst class is: 182. (5) Reactant: [NH2:1][C:2]1[CH:10]=[C:9]2[C:5]([C:6](=CC3NC4CCN(CCN(CC)CC)C(=O)C=4C=3C)[C:7](=[O:11])[NH:8]2)=[CH:4][C:3]=1[F:31].[C:32](Cl)(=[O:34])[CH3:33]. Product: [F:31][C:3]1[CH:4]=[C:5]2[C:9](=[CH:10][C:2]=1[NH:1][C:32](=[O:34])[CH3:33])[NH:8][C:7](=[O:11])[CH2:6]2. The catalyst class is: 7. (6) Reactant: Cl[C:2]1[C:7]2[CH2:8][O:9][C:10](=[C:11]3[C:19]4[C:14](=[CH:15][CH:16]=[C:17](F)[CH:18]=4)[NH:13][C:12]3=[O:21])[C:6]=2[CH:5]=[CH:4][N:3]=1.[CH:22]([O-])=O.[NH4+]. Product: [C:10]1(=[C:11]2[C:19]3[C:14](=[CH:15][CH:16]=[C:17]([CH3:22])[CH:18]=3)[NH:13][C:12]2=[O:21])[C:6]2[CH:5]=[CH:4][N:3]=[CH:2][C:7]=2[CH2:8][O:9]1. The catalyst class is: 29. (7) Product: [CH3:21][O:18][CH:5]1[C:6]2([CH2:7][CH2:8][CH2:9]2)[O:10][C:11]2[C:3](=[C:2]([CH3:1])[C:14]([OH:15])=[C:13]([CH3:16])[C:12]=2[CH3:17])[CH2:4]1. The catalyst class is: 1. Reactant: [CH3:1][C:2]1[C:14]([OH:15])=[C:13]([CH3:16])[C:12]([CH3:17])=[C:11]2[C:3]=1[CH2:4][CH:5]([OH:18])[C:6]1([O:10]2)[CH2:9][CH2:8][CH2:7]1.[H-].[Na+].[CH3:21]I. (8) Reactant: [CH:1]1([C:6]([C:8]2[C:9]([O:14][CH3:15])=[N:10][CH:11]=[CH:12][CH:13]=2)=O)[CH2:5][CH:4]=[CH:3][CH2:2]1.[OH-].[K+].NN.O. Product: [CH:1]1([CH2:6][C:8]2[C:9]([O:14][CH3:15])=[N:10][CH:11]=[CH:12][CH:13]=2)[CH2:2][CH:3]=[CH:4][CH2:5]1. The catalyst class is: 196. (9) Reactant: I[C:2]1[C:10]2[O:9][CH2:8][C:7](=[O:11])[C:6]=2[CH:5]=[CH:4][C:3]=1[O:12][CH3:13].CC1(C)C(C)(C)OB([C:22]2[CH2:27][CH2:26][N:25]([C:28]([O:30][C:31]([CH3:34])([CH3:33])[CH3:32])=[O:29])[CH2:24][CH:23]=2)O1.C(=O)([O-])[O-].[Na+].[Na+].O. Product: [CH3:13][O:12][C:3]1[CH:4]=[CH:5][C:6]2[C:7](=[O:11])[CH2:8][O:9][C:10]=2[C:2]=1[C:22]1[CH2:27][CH2:26][N:25]([C:28]([O:30][C:31]([CH3:34])([CH3:33])[CH3:32])=[O:29])[CH2:24][CH:23]=1. The catalyst class is: 184.